This data is from Forward reaction prediction with 1.9M reactions from USPTO patents (1976-2016). The task is: Predict the product of the given reaction. (1) The product is: [Cl:23][C:18]1[CH:17]=[C:16]([C:14]2[N:15]=[C:11]([C:9]3[CH:10]=[C:5]([C:3]([OH:2])=[O:4])[C:6]([C:24]4[CH:29]=[CH:28][C:27]([C:30](=[O:31])[NH:33][CH:34]5[CH2:38][CH2:37][O:36][CH2:35]5)=[CH:26][CH:25]=4)=[CH:7][CH:8]=3)[S:12][CH:13]=2)[CH:21]=[CH:20][C:19]=1[Cl:22]. Given the reactants C[O:2][C:3]([C:5]1[C:6]([C:24]2[CH:29]=[CH:28][C:27]([C:30](O)=[O:31])=[CH:26][CH:25]=2)=[CH:7][CH:8]=[C:9]([C:11]2[S:12][CH:13]=[C:14]([C:16]3[CH:21]=[CH:20][C:19]([Cl:22])=[C:18]([Cl:23])[CH:17]=3)[N:15]=2)[CH:10]=1)=[O:4].[NH2:33][CH:34]1[CH2:38][CH2:37][O:36][CH2:35]1, predict the reaction product. (2) Given the reactants C([O-])(=O)C.[Li+].[Si:6]([O:13][C@@H:14]1[N:20]([C:21]([O:23][CH2:24][C:25]2[CH:30]=[CH:29][C:28]([NH:31][NH:32][CH:33]([CH3:49])[C:34]([NH:36][CH:37]([CH:46]([CH3:48])[CH3:47])[C:38](=[O:45])[C:39]([O:41][CH2:42][CH:43]=[CH2:44])=[O:40])=[O:35])=[CH:27][CH:26]=2)=[O:22])[C:19]2[CH:50]=[C:51]([O:56][Si](C(C)C)(C(C)C)C(C)C)[C:52]([O:54][CH3:55])=[CH:53][C:18]=2[C:17](=[O:67])[N:16]2[CH:68]=[C:69]([CH3:71])[CH2:70][C@@H:15]12)([C:9]([CH3:12])([CH3:11])[CH3:10])([CH3:8])[CH3:7], predict the reaction product. The product is: [Si:6]([O:13][C@@H:14]1[N:20]([C:21]([O:23][CH2:24][C:25]2[CH:30]=[CH:29][C:28]([NH:31][NH:32][CH:33]([CH3:49])[C:34]([NH:36][CH:37]([CH:46]([CH3:48])[CH3:47])[C:38](=[O:45])[C:39]([O:41][CH2:42][CH:43]=[CH2:44])=[O:40])=[O:35])=[CH:27][CH:26]=2)=[O:22])[C:19]2[CH:50]=[C:51]([OH:56])[C:52]([O:54][CH3:55])=[CH:53][C:18]=2[C:17](=[O:67])[N:16]2[CH:68]=[C:69]([CH3:71])[CH2:70][C@@H:15]12)([C:9]([CH3:11])([CH3:12])[CH3:10])([CH3:8])[CH3:7].